Predict the product of the given reaction. From a dataset of Forward reaction prediction with 1.9M reactions from USPTO patents (1976-2016). Given the reactants [C:1]([N:4]1[C:8]([CH:9]([CH3:11])[CH3:10])=[C:7]([CH2:12][C:13]2[CH:18]=[CH:17][CH:16]=[CH:15][CH:14]=2)[C:6](=[O:19])[NH:5]1)(=[O:3])[CH3:2].C(=O)([O-])[O-].[K+].[K+].[C:26]([O:32][C@@H:33]1[C@@H:38]([O:39][C:40](=[O:45])[C:41]([CH3:44])([CH3:43])[CH3:42])[C@H:37]([O:46][C:47](=[O:52])[C:48]([CH3:51])([CH3:50])[CH3:49])[C@@H:36]([CH2:53][O:54][C:55](=[O:60])[C:56]([CH3:59])([CH3:58])[CH3:57])[O:35][C@H:34]1Br)(=[O:31])[C:27]([CH3:30])([CH3:29])[CH3:28], predict the reaction product. The product is: [C:1]([N:4]1[C:8]([CH:9]([CH3:11])[CH3:10])=[C:7]([CH2:12][C:13]2[CH:14]=[CH:15][CH:16]=[CH:17][CH:18]=2)[C:6]([O:19][C@@H:34]2[O:35][C@H:36]([CH2:53][O:54][C:55](=[O:60])[C:56]([CH3:59])([CH3:58])[CH3:57])[C@@H:37]([O:46][C:47](=[O:52])[C:48]([CH3:49])([CH3:50])[CH3:51])[C@H:38]([O:39][C:40](=[O:45])[C:41]([CH3:42])([CH3:43])[CH3:44])[C@H:33]2[O:32][C:26](=[O:31])[C:27]([CH3:30])([CH3:28])[CH3:29])=[N:5]1)(=[O:3])[CH3:2].